Predict the product of the given reaction. From a dataset of Forward reaction prediction with 1.9M reactions from USPTO patents (1976-2016). (1) The product is: [CH3:18][O:19][C:20]1[CH:25]=[CH:24][C:23]([S:26]([N:9]2[C:10]3[C:6](=[CH:5][CH:4]=[C:3]([C:2]([F:14])([F:1])[F:15])[CH:11]=3)[C:7]([CH:12]=[O:13])=[CH:8]2)(=[O:27])=[O:28])=[CH:22][C:21]=1[N:30]1[CH2:35][CH2:34][N:33]([C:36](=[O:41])[C:37]([Cl:40])([Cl:39])[Cl:38])[CH2:32][CH2:31]1. Given the reactants [F:1][C:2]([F:15])([F:14])[C:3]1[CH:11]=[C:10]2[C:6]([C:7]([CH:12]=[O:13])=[CH:8][NH:9]2)=[CH:5][CH:4]=1.[H-].[Na+].[CH3:18][O:19][C:20]1[CH:25]=[CH:24][C:23]([S:26](Cl)(=[O:28])=[O:27])=[CH:22][C:21]=1[N:30]1[CH2:35][CH2:34][N:33]([C:36](=[O:41])[C:37]([Cl:40])([Cl:39])[Cl:38])[CH2:32][CH2:31]1, predict the reaction product. (2) Given the reactants [Br:1][C:2]1[CH:22]=[CH:21][C:5]2[N:6]([C:17]([CH3:20])([CH3:19])[CH3:18])[C:7]([C:9]3[CH:16]=[CH:15][CH:14]=[CH:13][C:10]=3[C:11]#[N:12])=[N:8][C:4]=2[CH:3]=1.[N-:23]=[N+:24]=[N-:25].[Na+].[NH4+].[Cl-], predict the reaction product. The product is: [Br:1][C:2]1[CH:22]=[CH:21][C:5]2[N:6]([C:17]([CH3:18])([CH3:19])[CH3:20])[C:7]([C:9]3[CH:16]=[CH:15][CH:14]=[CH:13][C:10]=3[C:11]3[N:23]=[N:24][NH:25][N:12]=3)=[N:8][C:4]=2[CH:3]=1.